This data is from M1 muscarinic receptor antagonist screen with 61,756 compounds. The task is: Binary Classification. Given a drug SMILES string, predict its activity (active/inactive) in a high-throughput screening assay against a specified biological target. The molecule is S(=O)(=O)(CCSc1nc(cc(n1)C)C)CC. The result is 0 (inactive).